This data is from Catalyst prediction with 721,799 reactions and 888 catalyst types from USPTO. The task is: Predict which catalyst facilitates the given reaction. (1) Reactant: Cl.[CH3:2][O:3][C:4]1([CH2:10][C:11]#[N:12])[CH2:9][CH2:8][NH:7][CH2:6][CH2:5]1.Cl[C:14]1[N:19]=[C:18]([NH2:20])[CH:17]=[CH:16][N:15]=1.C(N(C(C)C)C(C)C)C. Product: [NH2:20][C:18]1[CH:17]=[CH:16][N:15]=[C:14]([N:7]2[CH2:8][CH2:9][C:4]([CH2:10][C:11]#[N:12])([O:3][CH3:2])[CH2:5][CH2:6]2)[N:19]=1. The catalyst class is: 9. (2) Reactant: Br[C:2]1[O:6][C:5]([CH2:7][N:8]2[CH2:13][CH2:12][N:11]([CH3:14])[CH2:10][CH2:9]2)=[CH:4][CH:3]=1.C([Li])(C)(C)C.[CH2:20]([Sn:24]([CH2:30][CH2:31][CH2:32][CH3:33])([CH2:26][CH2:27][CH2:28][CH3:29])Cl)[CH2:21][CH2:22][CH3:23]. Product: [CH3:14][N:11]1[CH2:12][CH2:13][N:8]([CH2:7][C:5]2[O:6][C:2]([Sn:24]([CH2:26][CH2:27][CH2:28][CH3:29])([CH2:30][CH2:31][CH2:32][CH3:33])[CH2:20][CH2:21][CH2:22][CH3:23])=[CH:3][CH:4]=2)[CH2:9][CH2:10]1. The catalyst class is: 1. (3) Reactant: [NH2:1][C:2]1[S:3][CH:4]=[C:5]([C:7]2[CH:8]=[N:9][C:10]3[C:15]([CH:16]=2)=[CH:14][CH:13]=[CH:12][CH:11]=3)[N:6]=1.[C:17]1(=[O:27])[O:22][C:20](=[O:21])[C:19]2=[CH:23][CH:24]=[CH:25][CH:26]=[C:18]12. Product: [N:9]1[C:10]2[C:15](=[CH:14][CH:13]=[CH:12][CH:11]=2)[CH:16]=[C:7]([C:5]2[N:6]=[C:2]([NH:1][C:17]([C:18]3[CH:26]=[CH:25][CH:24]=[CH:23][C:19]=3[C:20]([OH:22])=[O:21])=[O:27])[S:3][CH:4]=2)[CH:8]=1. The catalyst class is: 17. (4) Reactant: [O:1]=[C:2]1[CH2:7][C:6](=[O:8])[CH2:5][N:4]([C:9]([O:11][C:12]([CH3:15])([CH3:14])[CH3:13])=[O:10])[CH2:3]1.CO[CH:18](OC)[N:19]([CH3:21])[CH3:20]. Product: [CH3:18][N:19]([CH:21]=[C:7]1[C:6](=[O:8])[CH2:5][N:4]([C:9]([O:11][C:12]([CH3:15])([CH3:14])[CH3:13])=[O:10])[CH2:3][C:2]1=[O:1])[CH3:20]. The catalyst class is: 11. (5) Reactant: [NH2:1][C@H:2]([C:10]([OH:12])=[O:11])[CH2:3][C:4]1[CH:9]=[CH:8][CH:7]=[CH:6][CH:5]=1.O.Cl. Product: [CH2:7]1[CH2:6][CH2:5][CH:4]([CH2:3][C@H:2]([NH2:1])[C:10]([OH:12])=[O:11])[CH2:9][CH2:8]1. The catalyst class is: 32. (6) Reactant: [CH3:1][S:2][C:3]1[CH:8]=[CH:7][C:6]([C@H:9]2[O:13][C:12]([C:14]3[CH:19]=[CH:18][CH:17]=[CH:16][CH:15]=3)=[N:11][C@@H:10]2[CH2:20][OH:21])=[CH:5][CH:4]=1.ClC1C=CC=C(C(OO)=[O:30])C=1. The catalyst class is: 4. Product: [CH3:1][S:2]([C:3]1[CH:4]=[CH:5][C:6]([C@H:9]2[O:13][C:12]([C:14]3[CH:19]=[CH:18][CH:17]=[CH:16][CH:15]=3)=[N:11][C@@H:10]2[CH2:20][OH:21])=[CH:7][CH:8]=1)=[O:30]. (7) Reactant: [NH2:1][C:2]1[NH:6][N:5]=[C:4]([S:7][CH3:8])[C:3]=1[C:9]([NH2:11])=[O:10].[CH:12](N)=O. Product: [CH3:8][S:7][C:4]1[C:3]2[C:2](=[N:1][CH:12]=[N:11][C:9]=2[OH:10])[NH:6][N:5]=1. The catalyst class is: 6.